This data is from NCI-60 drug combinations with 297,098 pairs across 59 cell lines. The task is: Regression. Given two drug SMILES strings and cell line genomic features, predict the synergy score measuring deviation from expected non-interaction effect. (1) Drug 1: CCC1=CC2CC(C3=C(CN(C2)C1)C4=CC=CC=C4N3)(C5=C(C=C6C(=C5)C78CCN9C7C(C=CC9)(C(C(C8N6C)(C(=O)OC)O)OC(=O)C)CC)OC)C(=O)OC.C(C(C(=O)O)O)(C(=O)O)O. Drug 2: C1C(C(OC1N2C=NC(=NC2=O)N)CO)O. Cell line: COLO 205. Synergy scores: CSS=45.7, Synergy_ZIP=3.72, Synergy_Bliss=5.15, Synergy_Loewe=-8.39, Synergy_HSA=6.38. (2) Drug 1: C1CC(C1)(C(=O)O)C(=O)O.[NH2-].[NH2-].[Pt+2]. Drug 2: N.N.Cl[Pt+2]Cl. Cell line: RXF 393. Synergy scores: CSS=43.7, Synergy_ZIP=5.88, Synergy_Bliss=9.27, Synergy_Loewe=-6.63, Synergy_HSA=9.30. (3) Drug 1: CN(C)C1=NC(=NC(=N1)N(C)C)N(C)C. Drug 2: C#CCC(CC1=CN=C2C(=N1)C(=NC(=N2)N)N)C3=CC=C(C=C3)C(=O)NC(CCC(=O)O)C(=O)O. Cell line: COLO 205. Synergy scores: CSS=-6.13, Synergy_ZIP=2.75, Synergy_Bliss=-1.07, Synergy_Loewe=-6.54, Synergy_HSA=-7.85. (4) Drug 1: C1CN1P(=S)(N2CC2)N3CC3. Drug 2: COC1=C2C(=CC3=C1OC=C3)C=CC(=O)O2. Cell line: OVCAR-4. Synergy scores: CSS=-1.10, Synergy_ZIP=-0.553, Synergy_Bliss=-2.59, Synergy_Loewe=-2.00, Synergy_HSA=-2.35. (5) Drug 1: CC1=C2C(C(=O)C3(C(CC4C(C3C(C(C2(C)C)(CC1OC(=O)C(C(C5=CC=CC=C5)NC(=O)OC(C)(C)C)O)O)OC(=O)C6=CC=CC=C6)(CO4)OC(=O)C)O)C)O. Drug 2: C1=CC=C(C=C1)NC(=O)CCCCCCC(=O)NO. Cell line: SF-539. Synergy scores: CSS=14.0, Synergy_ZIP=-1.88, Synergy_Bliss=-0.465, Synergy_Loewe=0.163, Synergy_HSA=-1.30.